From a dataset of Catalyst prediction with 721,799 reactions and 888 catalyst types from USPTO. Predict which catalyst facilitates the given reaction. (1) Reactant: [OH:1][C@@H:2]1[CH2:6][C:5]2([CH2:11][CH2:10][N:9]([C:12]3[C:21]4[C:16](=[CH:17][CH:18]=[C:19]([O:22][CH3:23])[N:20]=4)[N:15]=[CH:14][CH:13]=3)[CH2:8][CH2:7]2)[CH2:4][C@@H:3]1[NH:24][C:25](=[O:31])[O:26]C(C)(C)C.Cl.[O:33]1CCOCC1. Product: [C:25](=[O:31])([O-:33])[O-:26].[NH2:24][C@H:3]1[CH2:4][C:5]2([CH2:11][CH2:10][N:9]([C:12]3[C:21]4[C:16](=[CH:17][CH:18]=[C:19]([O:22][CH3:23])[N:20]=4)[N:15]=[CH:14][CH:13]=3)[CH2:8][CH2:7]2)[CH2:6][C@H:2]1[OH:1]. The catalyst class is: 5. (2) Reactant: [CH3:1][O:2][C:3]1[N:8]([CH3:9])[C:7](=[O:10])[C:6]([CH2:11][CH2:12][OH:13])=[C:5]([CH3:14])[N:4]=1.C(N(CC)CC)C.[S:22](Cl)([CH3:25])(=[O:24])=[O:23]. Product: [CH3:1][O:2][C:3]1[N:8]([CH3:9])[C:7](=[O:10])[C:6]([CH2:11][CH2:12][O:13][S:22]([CH3:25])(=[O:24])=[O:23])=[C:5]([CH3:14])[N:4]=1. The catalyst class is: 13. (3) Reactant: CC(O[C:6]([N:8](C)[CH2:9][CH2:10][CH2:11][NH:12][C:13](=[O:30])[C@H:14]([CH2:26][CH:27]([CH3:29])[CH3:28])[NH:15][C:16]([O:18][CH2:19][C:20]1[CH:25]=[CH:24][CH:23]=[CH:22][CH:21]=1)=[O:17])=O)(C)C.Cl.O1CCOCC1. Product: [CH3:6][NH:8][CH2:9][CH2:10][CH2:11][NH:12][C:13](=[O:30])[C@H:14]([CH2:26][CH:27]([CH3:28])[CH3:29])[NH:15][C:16]([O:18][CH2:19][C:20]1[CH:21]=[CH:22][CH:23]=[CH:24][CH:25]=1)=[O:17]. The catalyst class is: 5. (4) Reactant: [NH:1]1[CH2:6][CH2:5][NH:4][CH2:3][CH2:2]1.[Br:7][C:8]1[CH:13]=[CH:12][C:11]([N+:14]([O-:16])=[O:15])=[C:10](F)[CH:9]=1. Product: [Br:7][C:8]1[CH:9]=[CH:10][C:11]([N+:14]([O-:16])=[O:15])=[C:12]([N:1]2[CH2:6][CH2:5][NH:4][CH2:3][CH2:2]2)[CH:13]=1. The catalyst class is: 41. (5) Reactant: [CH2:1]([S:3]([NH:6][CH2:7][C:8]1[CH:13]=[CH:12][C:11]([NH:14][C:15](=[O:23])OC2C=CC=CC=2)=[CH:10][CH:9]=1)(=[O:5])=[O:4])[CH3:2].[C:24]1([CH3:42])[CH:29]=[CH:28][CH:27]=[C:26]([C:30]2[C:35]([CH2:36][NH2:37])=[CH:34][CH:33]=[C:32]([C:38]([F:41])([F:40])[F:39])[N:31]=2)[CH:25]=1. Product: [C:24]1([CH3:42])[CH:29]=[CH:28][CH:27]=[C:26]([C:30]2[C:35]([CH2:36][NH:37][C:15](=[O:23])[NH:14][C:11]3[CH:10]=[CH:9][C:8]([CH2:7][NH:6][S:3]([CH2:1][CH3:2])(=[O:4])=[O:5])=[CH:13][CH:12]=3)=[CH:34][CH:33]=[C:32]([C:38]([F:40])([F:39])[F:41])[N:31]=2)[CH:25]=1. The catalyst class is: 599. (6) Reactant: [CH3:1][N:2]1[C:10]([C:11]2[CH:16]=[CH:15][C:14]([O:17][C:18]([F:21])([F:20])[F:19])=[CH:13][CH:12]=2)=[C:9]2[C:4]([C:5]3[CH:25]=[CH:24][C:23]([CH2:26][OH:27])=[CH:22][C:6]=3[CH:7]=[CH:8]2)=[N:3]1. The catalyst class is: 703. Product: [CH3:1][N:2]1[C:10]([C:11]2[CH:16]=[CH:15][C:14]([O:17][C:18]([F:19])([F:20])[F:21])=[CH:13][CH:12]=2)=[C:9]2[C:4]([C:5]3[CH:25]=[CH:24][C:23]([CH:26]=[O:27])=[CH:22][C:6]=3[CH:7]=[CH:8]2)=[N:3]1. (7) Reactant: Cl.[NH2:2][C:3]1[N:32]=[C:6]2[N:7]([C:22]3[CH:27]=[CH:26][CH:25]=[C:24]([C:28]([F:31])([F:30])[F:29])[CH:23]=3)[C:8]([CH3:21])=[C:9]([C:19]#[N:20])[C@@H:10]([C:11]3[CH:16]=[CH:15][C:14]([C:17]#[N:18])=[CH:13][CH:12]=3)[N:5]2[N:4]=1.[C:33](O[C:33](=[O:36])[CH2:34][CH3:35])(=[O:36])[CH2:34][CH3:35]. Product: [C:19]([C:9]1[C@@H:10]([C:11]2[CH:16]=[CH:15][C:14]([C:17]#[N:18])=[CH:13][CH:12]=2)[N:5]2[N:4]=[C:3]([NH:2][C:33](=[O:36])[CH2:34][CH3:35])[N:32]=[C:6]2[N:7]([C:22]2[CH:27]=[CH:26][CH:25]=[C:24]([C:28]([F:29])([F:31])[F:30])[CH:23]=2)[C:8]=1[CH3:21])#[N:20]. The catalyst class is: 17. (8) Reactant: [Cl-].[Al+3].[Cl-].[Cl-].[Cl-].[Na+].[O:7]1[C:16]2[C:11](=[CH:12][CH:13]=[CH:14][CH:15]=2)[C:10](=[O:17])[CH2:9][CH2:8]1. The catalyst class is: 2. Product: [OH:7][C:16]1[CH:15]=[CH:14][CH:13]=[C:12]2[C:11]=1[C:10](=[O:17])[CH2:9][CH2:8]2.